Dataset: NCI-60 drug combinations with 297,098 pairs across 59 cell lines. Task: Regression. Given two drug SMILES strings and cell line genomic features, predict the synergy score measuring deviation from expected non-interaction effect. (1) Drug 1: CC1=C(C=C(C=C1)C(=O)NC2=CC(=CC(=C2)C(F)(F)F)N3C=C(N=C3)C)NC4=NC=CC(=N4)C5=CN=CC=C5. Drug 2: CC12CCC3C(C1CCC2O)C(CC4=C3C=CC(=C4)O)CCCCCCCCCS(=O)CCCC(C(F)(F)F)(F)F. Cell line: NCI/ADR-RES. Synergy scores: CSS=-0.572, Synergy_ZIP=-2.18, Synergy_Bliss=-4.78, Synergy_Loewe=-2.96, Synergy_HSA=-3.17. (2) Drug 1: CCN(CC)CCNC(=O)C1=C(NC(=C1C)C=C2C3=C(C=CC(=C3)F)NC2=O)C. Drug 2: C1CN(CCN1C(=O)CCBr)C(=O)CCBr. Cell line: OVCAR-8. Synergy scores: CSS=14.7, Synergy_ZIP=-5.90, Synergy_Bliss=0.989, Synergy_Loewe=0.865, Synergy_HSA=1.26. (3) Drug 1: CC1CCC2CC(C(=CC=CC=CC(CC(C(=O)C(C(C(=CC(C(=O)CC(OC(=O)C3CCCCN3C(=O)C(=O)C1(O2)O)C(C)CC4CCC(C(C4)OC)OCCO)C)C)O)OC)C)C)C)OC. Drug 2: C1CCC(C(C1)N)N.C(=O)(C(=O)[O-])[O-].[Pt+4]. Cell line: T-47D. Synergy scores: CSS=14.8, Synergy_ZIP=-4.67, Synergy_Bliss=4.09, Synergy_Loewe=2.38, Synergy_HSA=3.69. (4) Drug 1: CC1=CC2C(CCC3(C2CCC3(C(=O)C)OC(=O)C)C)C4(C1=CC(=O)CC4)C. Drug 2: CCC1(CC2CC(C3=C(CCN(C2)C1)C4=CC=CC=C4N3)(C5=C(C=C6C(=C5)C78CCN9C7C(C=CC9)(C(C(C8N6C)(C(=O)OC)O)OC(=O)C)CC)OC)C(=O)OC)O.OS(=O)(=O)O. Cell line: UACC-257. Synergy scores: CSS=29.6, Synergy_ZIP=-0.553, Synergy_Bliss=2.00, Synergy_Loewe=-32.1, Synergy_HSA=-0.220.